Dataset: Full USPTO retrosynthesis dataset with 1.9M reactions from patents (1976-2016). Task: Predict the reactants needed to synthesize the given product. (1) The reactants are: [OH:1][C@H:2]1[CH2:7][CH2:6][C@H:5]([CH:8]([CH2:14][CH3:15])[C:9]([O:11][CH2:12][CH3:13])=[O:10])[CH2:4][CH2:3]1.[N:16]1[CH:21]=[CH:20][C:19](O)=[CH:18][CH:17]=1.C1(P(C2C=CC=CC=2)C2C=CC=CC=2)C=CC=CC=1.N(C(OC(C)C)=O)=NC(OC(C)C)=O. Given the product [N:16]1[CH:21]=[CH:20][C:19]([O:1][C@@H:2]2[CH2:3][CH2:4][C@H:5]([CH:8]([CH2:14][CH3:15])[C:9]([O:11][CH2:12][CH3:13])=[O:10])[CH2:6][CH2:7]2)=[CH:18][CH:17]=1, predict the reactants needed to synthesize it. (2) Given the product [C:2]1([CH:8]([N:10]2[CH2:15][CH2:14][CH2:13][C@H:12]([C:16]([OH:18])=[O:17])[CH2:11]2)[CH3:9])[CH:3]=[CH:4][CH:5]=[CH:6][CH:7]=1, predict the reactants needed to synthesize it. The reactants are: Cl.[C:2]1([CH:8]([N:10]2[CH2:15][CH2:14][CH2:13][C@H:12]([C:16]([O:18]C(C)(C)C)=[O:17])[CH2:11]2)[CH3:9])[CH:7]=[CH:6][CH:5]=[CH:4][CH:3]=1.C(O)C. (3) Given the product [CH3:23][C:17]1[CH:18]=[CH:19][CH:20]=[C:21]2[C:16]=1[N:15]=[C:14]([C:24]1[CH:29]=[CH:28][CH:27]=[CH:26][C:25]=1[C:30]([F:33])([F:32])[F:31])[C:13]([CH2:12][N:4]1[C:5]3=[N:6][CH:7]=[N:8][C:9]([NH2:11])=[C:10]3[C:2]([C:37]3[CH:38]=[N:34][NH:35][CH:36]=3)=[N:3]1)=[CH:22]2, predict the reactants needed to synthesize it. The reactants are: I[C:2]1[C:10]2[C:5](=[N:6][CH:7]=[N:8][C:9]=2[NH2:11])[N:4]([CH2:12][C:13]2[C:14]([C:24]3[CH:29]=[CH:28][CH:27]=[CH:26][C:25]=3[C:30]([F:33])([F:32])[F:31])=[N:15][C:16]3[C:21]([CH:22]=2)=[CH:20][CH:19]=[CH:18][C:17]=3[CH3:23])[N:3]=1.[NH:34]1[CH:38]=[C:37](B2OC(C)(C)C(C)(C)O2)[CH:36]=[N:35]1.C(=O)([O-])[O-].[Na+].[Na+].